Dataset: Full USPTO retrosynthesis dataset with 1.9M reactions from patents (1976-2016). Task: Predict the reactants needed to synthesize the given product. (1) Given the product [F:24][C:21]1[CH:22]=[C:23]2[C:18](=[CH:19][CH:20]=1)[N:17]([CH2:28][CH2:29][NH2:30])[C:8]1[C:9]([O:15][CH3:16])=[C:10]3[N:11]([CH2:32][CH2:37][NH2:35])[C:12]4[CH:13]=[CH:14][C:2]([F:1])=[CH:3][C:4]=4[C:5]3=[CH:6][C:7]2=1, predict the reactants needed to synthesize it. The reactants are: [F:1][C:2]1[CH:3]=[C:4]2[C:12](=[CH:13][CH:14]=1)[NH:11][C:10]1[C:9]([O:15][CH3:16])=[C:8]3[NH:17][C:18]4[CH:19]=[CH:20][C:21]([F:24])=[CH:22][C:23]=4[C:7]3=[CH:6][C:5]2=1.[H-].[Na+].Cl[CH2:28][C:29]#[N:30].S(C)[CH3:32].C[N:35]([CH:37]=O)C. (2) Given the product [CH3:16][O:17][C:18]([C@@H:19]([N:20]1[CH2:21][C:22]2[CH:29]=[CH:28][S:27][C:23]=2[CH2:24][CH2:25]1)[C:30]1[CH:35]=[CH:34][CH:33]=[CH:32][C:31]=1[Cl:36])=[O:37], predict the reactants needed to synthesize it. The reactants are: [I-].[Na+].Cl[Si](CC)(CC)CC.S(=O)(=O)(O)O.[CH3:16][O:17][C:18](=[O:37])[C@H:19]([C:30]1[CH:35]=[CH:34][CH:33]=[CH:32][C:31]=1[Cl:36])[N:20]1[CH2:25][CH:24](O)[C:23]2[S:27][CH:28]=[CH:29][C:22]=2[CH2:21]1.C(=O)(O)[O-].[Na+]. (3) Given the product [CH3:23][C:24]([CH3:27])([O-:26])[CH3:25].[K+:28].[CH3:2][C:1]1[C:4]([C:5]([O:7][CH3:8])=[O:6])=[C:9]([CH3:10])[N:22]=[C:14]([C:15]2[CH:20]=[CH:19][CH:18]=[CH:17][CH:16]=2)[N:21]=1, predict the reactants needed to synthesize it. The reactants are: [C:1]([C:4](=[C:9](OC)[CH3:10])[C:5]([O:7][CH3:8])=[O:6])(=O)[CH3:2].Cl.[C:14]([NH2:22])(=[NH:21])[C:15]1[CH:20]=[CH:19][CH:18]=[CH:17][CH:16]=1.[CH3:23][C:24]([CH3:27])([O-:26])[CH3:25].[K+:28].Cl. (4) Given the product [OH:22][NH:21][C:4](=[NH:5])[C:3]1[CH:6]=[CH:7][C:8]([F:10])=[CH:9][C:2]=1[F:1], predict the reactants needed to synthesize it. The reactants are: [F:1][C:2]1[CH:9]=[C:8]([F:10])[CH:7]=[CH:6][C:3]=1[C:4]#[N:5].CCN(C(C)C)C(C)C.Cl.[NH2:21][OH:22].